The task is: Predict the reaction yield, written as a fraction of the theoretical maximum amount of product (1.0 means a 100% yield; for example, 0.34 means a 34% yield).. This data is from Reaction yield outcomes from USPTO patents with 853,638 reactions. (1) The reactants are [NH2:1][C:2]1[C:7]([F:8])=[C:6](F)[N:5]=[C:4]([C:10]#N)[C:3]=1[Cl:12].[BrH:13].S(=O)(=O)(O)[OH:15].[C:19](=O)([O-])[O-:20].[Na+].[Na+]. The yield is 0.750. The catalyst is C(O)(=O)C.CCOCC.CO. The product is [NH2:1][C:2]1[C:7]([F:8])=[C:6]([Br:13])[N:5]=[C:4]([C:10]([O:20][CH3:19])=[O:15])[C:3]=1[Cl:12]. (2) The reactants are Cl[C:2]1[CH:3]=[CH:4][C:5]2[N:11]3[CH2:12][CH2:13][CH:8]([CH2:9][CH2:10]3)[N:7]([C:14]([O:16][C:17]([CH3:20])([CH3:19])[CH3:18])=[O:15])[C:6]=2[N:21]=1.[Cl:22][C:23]1[CH:24]=[C:25](B(O)O)[CH:26]=[CH:27][CH:28]=1.C([O-])([O-])=O.[Cs+].[Cs+]. The catalyst is C1C=CC(P(C2C=CC=CC=2)[C-]2C=CC=C2)=CC=1.C1C=CC(P(C2C=CC=CC=2)[C-]2C=CC=C2)=CC=1.Cl[Pd]Cl.[Fe+2].O1CCOCC1.O. The product is [Cl:22][C:23]1[CH:28]=[C:27]([C:2]2[CH:3]=[CH:4][C:5]3[N:11]4[CH2:10][CH2:9][CH:8]([CH2:13][CH2:12]4)[N:7]([C:14]([O:16][C:17]([CH3:20])([CH3:18])[CH3:19])=[O:15])[C:6]=3[N:21]=2)[CH:26]=[CH:25][CH:24]=1. The yield is 0.890. (3) The catalyst is CO.C(Cl)(Cl)Cl. The yield is 0.450. The product is [Br:1][C:2]1[CH:3]=[C:4]2[C:5](=[CH:10][CH:11]=1)[C:6](=[O:8])[N:14]([C@@H:15]([CH2:24][OH:25])[C@@H:16]([OH:17])[C:18]1[CH:23]=[CH:22][CH:21]=[CH:20][CH:19]=1)[CH2:12]2. The reactants are [Br:1][C:2]1[CH:11]=[CH:10][C:5]([C:6]([O:8]C)=O)=[C:4]([CH2:12]Br)[CH:3]=1.[NH2:14][C@@H:15]([CH2:24][OH:25])[C@H:16]([C:18]1[CH:23]=[CH:22][CH:21]=[CH:20][CH:19]=1)[OH:17]. (4) The reactants are [NH2:1][C:2]1[C:3](=[O:14])[N:4]([CH2:10][CH2:11][CH2:12][CH3:13])[C:5]([CH3:9])=[C:6]([CH3:8])[CH:7]=1.[F:15][C:16]1[CH:24]=[CH:23][C:19]([C:20](Cl)=[O:21])=[CH:18][CH:17]=1. The catalyst is N1C=CC=CC=1.O1CCCC1.C(OCC)(=O)C. The product is [CH2:10]([N:4]1[C:5]([CH3:9])=[C:6]([CH3:8])[CH:7]=[C:2]([NH:1][C:20](=[O:21])[C:19]2[CH:23]=[CH:24][C:16]([F:15])=[CH:17][CH:18]=2)[C:3]1=[O:14])[CH2:11][CH2:12][CH3:13]. The yield is 0.542. (5) The reactants are [C:1]1([C@@H:13]2[CH2:18][CH2:17][CH2:16][N:15](C(OC(C)(C)C)=O)[CH2:14]2)[N:5]2[C:6]3[CH:12]=[CH:11][NH:10][C:7]=3[N:8]=[CH:9][C:4]2=[N:3][N:2]=1.C(OC(N1CCC[C@@H](C(O)=O)C1)=O)(C)(C)C.O=S(Cl)[Cl:44].C([O-])([O-])=O.[Na+].[Na+].Cl. The catalyst is O1CCOCC1.C(Cl)CCl. The product is [ClH:44].[NH:15]1[CH2:16][CH2:17][CH2:18][C@@H:13]([C:1]2[N:5]3[C:6]4[CH:12]=[CH:11][NH:10][C:7]=4[N:8]=[CH:9][C:4]3=[N:3][N:2]=2)[CH2:14]1. The yield is 0.820. (6) The reactants are [CH3:1][O:2][C:3]1[CH:4]=[C:5]2[C:10](=[CH:11][C:12]=1[O:13][CH3:14])[N:9]=[CH:8][N:7]=[C:6]2[S:15][C:16]1[CH:17]=[C:18]([CH:20]=[CH:21][CH:22]=1)[NH2:19].[C:23]1([N:29]2[C:33]([NH:34][C:35](=O)[O:36]C3C=CC=CC=3)=[CH:32][C:31]([C:44]([CH3:50])([CH3:49])[C:45]([F:48])([F:47])[F:46])=[N:30]2)[CH:28]=[CH:27][CH:26]=[CH:25][CH:24]=1. The catalyst is C1COCC1.CN(C1C=CN=CC=1)C. The product is [CH3:1][O:2][C:3]1[CH:4]=[C:5]2[C:10](=[CH:11][C:12]=1[O:13][CH3:14])[N:9]=[CH:8][N:7]=[C:6]2[S:15][C:16]1[CH:17]=[C:18]([NH:19][C:35]([NH:34][C:33]2[N:29]([C:23]3[CH:28]=[CH:27][CH:26]=[CH:25][CH:24]=3)[N:30]=[C:31]([C:44]([CH3:50])([CH3:49])[C:45]([F:48])([F:47])[F:46])[CH:32]=2)=[O:36])[CH:20]=[CH:21][CH:22]=1. The yield is 0.600. (7) The reactants are [CH2:1]([O:8][C:9]1[CH:18]=[C:17]2[C:12]([C:13](Cl)=[CH:14][CH:15]=[N:16]2)=[CH:11][C:10]=1[C:20]#[N:21])[C:2]1[CH:7]=[CH:6][CH:5]=[CH:4][CH:3]=1.[OH:22][C:23]1[CH:24]=[C:25]2[C:29](=[CH:30][CH:31]=1)[NH:28][CH:27]=[CH:26]2.C(N(C(C)C)CC)(C)C.O. The catalyst is CN1CCCC1=O.O1CCCC1. The product is [CH2:1]([O:8][C:9]1[CH:18]=[C:17]2[C:12]([C:13]([O:22][C:23]3[CH:24]=[C:25]4[C:29](=[CH:30][CH:31]=3)[NH:28][CH:27]=[CH:26]4)=[CH:14][CH:15]=[N:16]2)=[CH:11][C:10]=1[C:20]#[N:21])[C:2]1[CH:7]=[CH:6][CH:5]=[CH:4][CH:3]=1. The yield is 0.409. (8) The yield is 0.210. The product is [CH:45]1([N:50]2[CH2:51][CH2:52][N:53]([C:4]([CH:6]3[CH2:7][CH2:8][CH:9]([NH:12][C:13]4[CH:18]=[CH:17][CH:16]=[CH:15][C:14]=4[F:19])[CH2:10][CH2:11]3)=[O:5])[CH2:54][CH2:55]2)[CH2:46][CH2:47][CH2:48][CH2:49]1. The reactants are C(O[C:4]([CH:6]1[CH2:11][CH2:10][CH:9]([NH:12][C:13]2[CH:18]=[CH:17][CH:16]=[CH:15][C:14]=2[F:19])[CH2:8][CH2:7]1)=[O:5])C.O[Li].O.CN(C(ON1N=NC2C=CC=CC1=2)=[N+](C)C)C.[B-](F)(F)(F)F.[CH:45]1([N:50]2[CH2:55][CH2:54][NH:53][CH2:52][CH2:51]2)[CH2:49][CH2:48][CH2:47][CH2:46]1. The catalyst is C1COCC1.CO.O.CCN(CC)CC. (9) The reactants are [CH3:1][O:2][C:3]1[C:8]([C:9]2[CH:14]=[CH:13][CH:12]=[CH:11][CH:10]=2)=[C:7]([O:15][CH3:16])[CH:6]=[CH:5][C:4]=1/[CH:17]=[CH:18]/[C:19]([OH:21])=[O:20].ClC1C(OC)=C(CCC(O)=O)C=CC=1OC. No catalyst specified. The product is [CH3:1][O:2][C:3]1[C:8]([C:9]2[CH:14]=[CH:13][CH:12]=[CH:11][CH:10]=2)=[C:7]([O:15][CH3:16])[CH:6]=[CH:5][C:4]=1[CH2:17][CH2:18][C:19]([OH:21])=[O:20]. The yield is 0.980. (10) The reactants are [C:1]12([C:11]3[CH:25]=[CH:24][C:14]([O:15][CH2:16][CH2:17][CH2:18][C:19]([O:21]CC)=[O:20])=[CH:13][CH:12]=3)[CH2:10][CH:5]3[CH2:6][CH:7]([CH2:9][CH:3]([CH2:4]3)[CH2:2]1)[CH2:8]2.O.[OH-].[Li+].Cl. The catalyst is O.C1COCC1. The product is [C:1]12([C:11]3[CH:12]=[CH:13][C:14]([O:15][CH2:16][CH2:17][CH2:18][C:19]([OH:21])=[O:20])=[CH:24][CH:25]=3)[CH2:8][CH:7]3[CH2:9][CH:3]([CH2:4][CH:5]([CH2:6]3)[CH2:10]1)[CH2:2]2. The yield is 0.971.